This data is from Reaction yield outcomes from USPTO patents with 853,638 reactions. The task is: Predict the reaction yield, written as a fraction of the theoretical maximum amount of product (1.0 means a 100% yield; for example, 0.34 means a 34% yield). (1) The catalyst is CN(C=O)C.C1C=CC(P(C2C=CC=CC=2)[C-]2C=CC=C2)=CC=1.C1C=CC(P(C2C=CC=CC=2)[C-]2C=CC=C2)=CC=1.Cl[Pd]Cl.[Fe+2].C(Cl)Cl. The product is [Br:20][C:21]1[CH:22]=[CH:23][C:24]([C:27]([F:28])([F:29])[F:30])=[CH:25][C:26]=1[C:3]1[N:2]([CH3:1])[CH:6]=[CH:5][N:4]=1. The reactants are [CH3:1][N:2]1[CH:6]=[CH:5][N:4]=[C:3]1[Sn](CCCC)(CCCC)CCCC.[Br:20][C:21]1[CH:26]=[CH:25][C:24]([C:27]([F:30])([F:29])[F:28])=[CH:23][C:22]=1I.[F-].[K+].O. The yield is 0.645. (2) The reactants are Cl[CH2:2][C:3]1[CH:8]=[CH:7][CH:6]=[CH:5][C:4]=1[CH2:9][C:10]([OH:12])=[O:11].[NH:13]1[CH2:18][CH2:17][O:16][CH2:15][CH2:14]1. The catalyst is C1COCC1.C(OCC)(=O)C. The product is [O:16]1[CH2:17][CH2:18][N:13]([CH2:2][C:3]2[CH:8]=[CH:7][CH:6]=[CH:5][C:4]=2[CH2:9][C:10]([OH:12])=[O:11])[CH2:14][CH2:15]1. The yield is 0.870. (3) The yield is 1.00. The reactants are [C:1]1([C:7]2[C:12]3[O:13][C@:14]([CH2:18]OS(C4C=CC(C)=CC=4)(=O)=O)([CH3:17])[CH2:15][O:16][C:11]=3[CH:10]=[CH:9][CH:8]=2)[CH:6]=[CH:5][CH:4]=[CH:3][CH:2]=1.[N-:30]=[N+:31]=[N-:32].[Na+]. The product is [N:30]([CH2:18][C@:14]1([CH3:17])[O:13][C:12]2[C:7]([C:1]3[CH:6]=[CH:5][CH:4]=[CH:3][CH:2]=3)=[CH:8][CH:9]=[CH:10][C:11]=2[O:16][CH2:15]1)=[N+:31]=[N-:32]. No catalyst specified. (4) The reactants are [C:1]1([C:7]2[N:8]=[C:9]([CH:12]([NH2:14])[CH3:13])[NH:10][CH:11]=2)[CH:6]=[CH:5][CH:4]=[CH:3][CH:2]=1.[CH3:15][C:16]([CH3:18])=O.[BH-](OC(C)=O)(OC(C)=O)OC(C)=O.[Na+]. The catalyst is ClCCCl. The product is [CH:16]([NH:14][CH:12]([C:9]1[NH:10][CH:11]=[C:7]([C:1]2[CH:2]=[CH:3][CH:4]=[CH:5][CH:6]=2)[N:8]=1)[CH3:13])([CH3:18])[CH3:15]. The yield is 1.00. (5) The reactants are C([N:8]1[CH2:14][C:13]2[N:15]=[CH:16][C:17]([N:19]([CH3:24])[CH:20]([CH3:23])[CH2:21][CH3:22])=[N:18][C:12]=2[O:11][CH2:10][CH2:9]1)C1C=CC=CC=1.C(OCC)(=O)C.[ClH:31]. The catalyst is CO.[OH-].[OH-].[Pd+2]. The product is [ClH:31].[CH3:24][N:19]([CH:20]([CH3:23])[CH2:21][CH3:22])[C:17]1[CH:16]=[N:15][C:13]2[CH2:14][NH:8][CH2:9][CH2:10][O:11][C:12]=2[N:18]=1. The yield is 0.820. (6) The reactants are [Cl:1][C:2]1[CH:7]=[CH:6][C:5]([NH:8]N=C2CCCCC2=O)=[C:4]([F:17])[CH:3]=1.OS(O)(=O)=O.[C:23]([O-:26])(O)=O.[Na+]. The catalyst is CC#N. The product is [Cl:1][C:2]1[CH:7]=[C:6]2[C:5](=[C:4]([F:17])[CH:3]=1)[NH:8][C:7]1[C:23](=[O:26])[CH2:5][CH2:4][CH2:3][C:2]2=1. The yield is 0.250.